Task: Predict the product of the given reaction.. Dataset: Forward reaction prediction with 1.9M reactions from USPTO patents (1976-2016) (1) Given the reactants [CH3:1][CH:2]1[CH2:7][CH:6]([OH:8])[CH2:5][CH:4]([CH3:9])[O:3]1.[S:10](Cl)([CH3:13])(=[O:12])=[O:11].CCN(CC)CC, predict the reaction product. The product is: [CH3:13][S:10]([O:8][CH:6]1[CH2:5][CH:4]([CH3:9])[O:3][CH:2]([CH3:1])[CH2:7]1)(=[O:12])=[O:11]. (2) Given the reactants [CH3:1][C:2]1[CH:3]=[CH:4][CH:5]=[C:6]2[C:10]=1[N:9]([CH2:11][CH2:12][O:13][CH3:14])[CH:8]=[C:7]2[C:15]([OH:17])=O.Cl.[F:19][C:20]1[CH:33]=[C:32]([F:34])[C:31]([CH:35]2[CH2:40][CH2:39][NH:38][CH2:37][CH2:36]2)=[CH:30][C:21]=1[CH2:22][NH:23][C:24](=[O:29])[C:25]([F:28])([F:27])[F:26], predict the reaction product. The product is: [F:19][C:20]1[CH:33]=[C:32]([F:34])[C:31]([CH:35]2[CH2:36][CH2:37][N:38]([C:15]([C:7]3[C:6]4[C:10](=[C:2]([CH3:1])[CH:3]=[CH:4][CH:5]=4)[N:9]([CH2:11][CH2:12][O:13][CH3:14])[CH:8]=3)=[O:17])[CH2:39][CH2:40]2)=[CH:30][C:21]=1[CH2:22][NH:23][C:24](=[O:29])[C:25]([F:28])([F:27])[F:26].